From a dataset of Forward reaction prediction with 1.9M reactions from USPTO patents (1976-2016). Predict the product of the given reaction. (1) Given the reactants [Cl:1][C:2]1[N:3]=[C:4](Cl)[C:5]2[CH:10]=[CH:9][N:8]([S:11]([C:14]3[CH:20]=[CH:19][C:17]([CH3:18])=[CH:16][CH:15]=3)(=[O:13])=[O:12])[C:6]=2[N:7]=1.[CH3:22][C:23]([O:26][C:27]([NH:29][CH2:30][CH:31]1[CH2:36][CH2:35][NH:34][CH2:33][CH2:32]1)=[O:28])([CH3:25])[CH3:24].C(N(CC)CC)C.O, predict the reaction product. The product is: [Cl:1][C:2]1[N:3]=[C:4]([N:34]2[CH2:35][CH2:36][CH:31]([CH2:30][NH:29][C:27](=[O:28])[O:26][C:23]([CH3:24])([CH3:22])[CH3:25])[CH2:32][CH2:33]2)[C:5]2[CH:10]=[CH:9][N:8]([S:11]([C:14]3[CH:20]=[CH:19][C:17]([CH3:18])=[CH:16][CH:15]=3)(=[O:13])=[O:12])[C:6]=2[N:7]=1. (2) Given the reactants [N:1]1[C:10]2[C:5](=[CH:6][CH:7]=[CH:8][CH:9]=2)[N:4]=[CH:3][C:2]=1[CH2:11][CH2:12][C:13]1[NH:14][C:15]2[C:16]([N:25]=1)=[C:17]1[C:22](=[CH:23][CH:24]=2)[N:21]=[CH:20][CH:19]=[CH:18]1.[H-].[Na+].I[CH3:29].[ClH:30], predict the reaction product. The product is: [ClH:30].[CH3:29][N:14]1[C:15]2[C:16](=[C:17]3[C:22](=[CH:23][CH:24]=2)[N:21]=[CH:20][CH:19]=[CH:18]3)[N:25]=[C:13]1[CH2:12][CH2:11][C:2]1[CH:3]=[N:4][C:5]2[C:10](=[CH:9][CH:8]=[CH:7][CH:6]=2)[N:1]=1.[ClH:30].[CH3:29][N:25]1[C:16]2=[C:17]3[C:22](=[CH:23][CH:24]=[C:15]2[N:14]=[C:13]1[CH2:12][CH2:11][C:2]1[CH:3]=[N:4][C:5]2[C:10](=[CH:9][CH:8]=[CH:7][CH:6]=2)[N:1]=1)[N:21]=[CH:20][CH:19]=[CH:18]3. (3) Given the reactants [C:1]1([SH:7])[CH:6]=[CH:5][CH:4]=[CH:3][CH:2]=1.Br[C:9]1[CH:13]=[CH:12][S:11][C:10]=1[CH:14]=[O:15], predict the reaction product. The product is: [C:1]1([S:7][C:9]2[CH:13]=[CH:12][S:11][C:10]=2[CH:14]=[O:15])[CH:6]=[CH:5][CH:4]=[CH:3][CH:2]=1. (4) Given the reactants [H-].[Na+].[CH2:3]1[O:5][CH:4]1[CH2:6][OH:7].[CH2:8](Cl)[C:9]1[CH:14]=[CH:13][CH:12]=[CH:11][CH:10]=1.O, predict the reaction product. The product is: [CH2:8]([O:7][CH2:6][C@@H:4]1[CH2:3][O:5]1)[C:9]1[CH:14]=[CH:13][CH:12]=[CH:11][CH:10]=1. (5) Given the reactants [OH:1][C:2]1[CH:3]=[C:4]([CH:9]=[C:10]([N+:12]([O-:14])=[O:13])[CH:11]=1)[C:5]([O:7][CH3:8])=[O:6].[C:15](#N)[CH3:16].C(I)C.C(=O)([O-])[O-].[K+].[K+], predict the reaction product. The product is: [CH2:15]([O:1][C:2]1[CH:3]=[C:4]([CH:9]=[C:10]([N+:12]([O-:14])=[O:13])[CH:11]=1)[C:5]([O:7][CH3:8])=[O:6])[CH3:16]. (6) Given the reactants Cl.[CH2:2]([O:9][C:10]1[CH:15]=[CH:14][C:13]([CH2:16][CH2:17][NH2:18])=[CH:12][CH:11]=1)[C:3]1[CH:8]=[CH:7][CH:6]=[CH:5][CH:4]=1.C(N(C(C)C)CC)(C)C.[Cl:28][C:29]1[N:34]=[C:33]([Cl:35])[C:32]([C:36](Cl)=[O:37])=[CH:31][N:30]=1, predict the reaction product. The product is: [CH2:2]([O:9][C:10]1[CH:11]=[CH:12][C:13]([CH2:16][CH2:17][NH:18][C:36]([C:32]2[C:33]([Cl:35])=[N:34][C:29]([Cl:28])=[N:30][CH:31]=2)=[O:37])=[CH:14][CH:15]=1)[C:3]1[CH:4]=[CH:5][CH:6]=[CH:7][CH:8]=1.